From a dataset of TCR-epitope binding with 47,182 pairs between 192 epitopes and 23,139 TCRs. Binary Classification. Given a T-cell receptor sequence (or CDR3 region) and an epitope sequence, predict whether binding occurs between them. (1) The epitope is GTSGSPIIDK. The TCR CDR3 sequence is CASSELAEQETQYF. Result: 0 (the TCR does not bind to the epitope). (2) The epitope is EEHVQIHTI. The TCR CDR3 sequence is CASSLLSGGQEKLFF. Result: 0 (the TCR does not bind to the epitope). (3) The epitope is QARQMVQAMRTIGTHP. The TCR CDR3 sequence is CATSEKLAVSTDTQYF. Result: 0 (the TCR does not bind to the epitope). (4) The epitope is KLVALGINAV. Result: 0 (the TCR does not bind to the epitope). The TCR CDR3 sequence is CASSGTPGQLRPANYGYTF. (5) The epitope is HTTDPSFLGRY. The TCR CDR3 sequence is CASSQEQNSNQPQHF. Result: 0 (the TCR does not bind to the epitope). (6) Result: 0 (the TCR does not bind to the epitope). The TCR CDR3 sequence is CASSPTGMNTEAFF. The epitope is QYDPVAALF. (7) The epitope is KPLEFGATSAAL. The TCR CDR3 sequence is CASSLLAGEAGELFF. Result: 1 (the TCR binds to the epitope). (8) Result: 1 (the TCR binds to the epitope). The TCR CDR3 sequence is CASSQDPLASGELFF. The epitope is KLGGALQAK. (9) The epitope is ILGLPTQTV. The TCR CDR3 sequence is CSVGGTSNTYEQYF. Result: 1 (the TCR binds to the epitope). (10) The TCR CDR3 sequence is CASSDGTGADYGGYTF. Result: 0 (the TCR does not bind to the epitope). The epitope is CINGVCWTV.